Task: Predict the reactants needed to synthesize the given product.. Dataset: Full USPTO retrosynthesis dataset with 1.9M reactions from patents (1976-2016) (1) Given the product [Br:1][C:2]1[CH:14]=[CH:13][C:5]([CH2:6][N:7]2[CH2:8][C:9](=[O:11])[N:18]([CH2:16][CH3:17])[C:19]2=[O:20])=[C:4]([Cl:15])[CH:3]=1, predict the reactants needed to synthesize it. The reactants are: [Br:1][C:2]1[CH:14]=[CH:13][C:5]([CH2:6][NH:7][CH2:8][C:9]([O:11]C)=O)=[C:4]([Cl:15])[CH:3]=1.[CH2:16]([N:18]=[C:19]=[O:20])[CH3:17]. (2) Given the product [C:4]([CH2:6][N:7]([CH3:34])[C:8]([C:10]1[CH:11]=[C:12]([NH:16]/[C:17](=[C:24]2\[C:25](=[O:33])[NH:26][C:27]3[C:32]\2=[CH:31][CH:30]=[CH:29][CH:28]=3)/[C:18]2[CH:23]=[CH:22][CH:21]=[CH:20][CH:19]=2)[CH:13]=[CH:14][CH:15]=1)=[O:9])([OH:5])=[O:3], predict the reactants needed to synthesize it. The reactants are: C([O:3][C:4]([CH2:6][N:7]([CH3:34])[C:8]([C:10]1[CH:11]=[C:12]([NH:16]/[C:17](=[C:24]2\[C:25](=[O:33])[NH:26][C:27]3[C:32]\2=[CH:31][CH:30]=[CH:29][CH:28]=3)/[C:18]2[CH:23]=[CH:22][CH:21]=[CH:20][CH:19]=2)[CH:13]=[CH:14][CH:15]=1)=[O:9])=[O:5])C.[OH-].[Na+]. (3) Given the product [Cl:26][C:14]1[N:15]=[C:10]2[CH:9]=[CH:8][C:7]3=[N:6][N:5]=[C:3]([CH2:2][Cl:1])[N:23]3[C:11]2=[N:12][C:13]=1[C:17]1[CH:22]=[CH:21][CH:20]=[CH:19][CH:18]=1, predict the reactants needed to synthesize it. The reactants are: [Cl:1][CH2:2][C:3]([NH:5][NH:6][C:7]1[CH:8]=[CH:9][C:10]2[NH:15][C:14](=O)[C:13]([C:17]3[CH:22]=[CH:21][CH:20]=[CH:19][CH:18]=3)=[N:12][C:11]=2[N:23]=1)=O.P(Cl)(Cl)([Cl:26])=O. (4) The reactants are: [NH2:1][C:2]1[C:6]([C:7]([NH2:9])=[O:8])=[CH:5][NH:4][N:3]=1.[C:10]([CH:12]=[C:13]1[CH2:18][CH2:17][N:16]([C:19]([O:21][C:22]([CH3:25])([CH3:24])[CH3:23])=[O:20])[CH2:15][CH2:14]1)#[N:11].CC#N.C1CCN2C(=NCCC2)CC1. Given the product [NH2:1][C:2]1[C:6]([C:7](=[O:8])[NH2:9])=[CH:5][N:4]([C:13]2([CH2:12][C:10]#[N:11])[CH2:14][CH2:15][N:16]([C:19]([O:21][C:22]([CH3:23])([CH3:24])[CH3:25])=[O:20])[CH2:17][CH2:18]2)[N:3]=1, predict the reactants needed to synthesize it. (5) Given the product [C:18]1([C:16]2[N:17]=[C:13]([CH:11]([NH2:10])[CH3:12])[NH:14][CH:15]=2)[CH:19]=[CH:20][CH:21]=[CH:22][CH:23]=1, predict the reactants needed to synthesize it. The reactants are: C(OC(=O)[NH:10][CH:11]([C:13]1[NH:14][CH:15]=[C:16]([C:18]2[CH:23]=[CH:22][CH:21]=[CH:20][CH:19]=2)[N:17]=1)[CH3:12])C1C=CC=CC=1.